This data is from Reaction yield outcomes from USPTO patents with 853,638 reactions. The task is: Predict the reaction yield, written as a fraction of the theoretical maximum amount of product (1.0 means a 100% yield; for example, 0.34 means a 34% yield). The reactants are [K].[O-]CCCC.Cl[C:8]1[N:16]=[C:15]2[C:11]([N:12]=[CH:13][N:14]2[CH:17]2[CH2:22][CH2:21][CH2:20][CH2:19][O:18]2)=[C:10]([NH2:23])[N:9]=1.[CH3:24][O:25][CH2:26][CH:27]([OH:29])[CH3:28]. No catalyst specified. The product is [CH3:28][CH:27]([O:29][C:8]1[N:16]=[C:15]2[C:11]([N:12]=[CH:13][N:14]2[CH:17]2[CH2:22][CH2:21][CH2:20][CH2:19][O:18]2)=[C:10]([NH2:23])[N:9]=1)[CH2:26][O:25][CH3:24]. The yield is 0.847.